Dataset: NCI-60 drug combinations with 297,098 pairs across 59 cell lines. Task: Regression. Given two drug SMILES strings and cell line genomic features, predict the synergy score measuring deviation from expected non-interaction effect. (1) Drug 1: CC12CCC3C(C1CCC2=O)CC(=C)C4=CC(=O)C=CC34C. Drug 2: CCC1(CC2CC(C3=C(CCN(C2)C1)C4=CC=CC=C4N3)(C5=C(C=C6C(=C5)C78CCN9C7C(C=CC9)(C(C(C8N6C)(C(=O)OC)O)OC(=O)C)CC)OC)C(=O)OC)O.OS(=O)(=O)O. Cell line: HOP-92. Synergy scores: CSS=30.4, Synergy_ZIP=-3.56, Synergy_Bliss=-0.965, Synergy_Loewe=-48.8, Synergy_HSA=0.0466. (2) Drug 1: C#CCC(CC1=CN=C2C(=N1)C(=NC(=N2)N)N)C3=CC=C(C=C3)C(=O)NC(CCC(=O)O)C(=O)O. Drug 2: CC1C(C(CC(O1)OC2CC(CC3=C2C(=C4C(=C3O)C(=O)C5=C(C4=O)C(=CC=C5)OC)O)(C(=O)CO)O)N)O.Cl. Cell line: HCC-2998. Synergy scores: CSS=33.4, Synergy_ZIP=-6.16, Synergy_Bliss=-4.78, Synergy_Loewe=-6.33, Synergy_HSA=-5.99. (3) Drug 1: CN1CCC(CC1)COC2=C(C=C3C(=C2)N=CN=C3NC4=C(C=C(C=C4)Br)F)OC. Drug 2: CC1C(C(=O)NC(C(=O)N2CCCC2C(=O)N(CC(=O)N(C(C(=O)O1)C(C)C)C)C)C(C)C)NC(=O)C3=C4C(=C(C=C3)C)OC5=C(C(=O)C(=C(C5=N4)C(=O)NC6C(OC(=O)C(N(C(=O)CN(C(=O)C7CCCN7C(=O)C(NC6=O)C(C)C)C)C)C(C)C)C)N)C. Cell line: TK-10. Synergy scores: CSS=37.2, Synergy_ZIP=1.13, Synergy_Bliss=12.2, Synergy_Loewe=10.3, Synergy_HSA=10.7. (4) Drug 1: C1=CN(C(=O)N=C1N)C2C(C(C(O2)CO)O)O.Cl. Drug 2: CC=C1C(=O)NC(C(=O)OC2CC(=O)NC(C(=O)NC(CSSCCC=C2)C(=O)N1)C(C)C)C(C)C. Cell line: MALME-3M. Synergy scores: CSS=75.8, Synergy_ZIP=1.07, Synergy_Bliss=5.07, Synergy_Loewe=4.73, Synergy_HSA=7.75. (5) Drug 1: CNC(=O)C1=NC=CC(=C1)OC2=CC=C(C=C2)NC(=O)NC3=CC(=C(C=C3)Cl)C(F)(F)F. Drug 2: CC(C)NC(=O)C1=CC=C(C=C1)CNNC.Cl. Cell line: SK-MEL-28. Synergy scores: CSS=0.105, Synergy_ZIP=3.13, Synergy_Bliss=4.28, Synergy_Loewe=-0.953, Synergy_HSA=-1.68. (6) Drug 1: CC1=C(C=C(C=C1)C(=O)NC2=CC(=CC(=C2)C(F)(F)F)N3C=C(N=C3)C)NC4=NC=CC(=N4)C5=CN=CC=C5. Drug 2: CCN(CC)CCCC(C)NC1=C2C=C(C=CC2=NC3=C1C=CC(=C3)Cl)OC. Cell line: OVCAR3. Synergy scores: CSS=-2.06, Synergy_ZIP=-7.22, Synergy_Bliss=-5.87, Synergy_Loewe=-17.6, Synergy_HSA=-7.09. (7) Drug 1: CCC1=CC2CC(C3=C(CN(C2)C1)C4=CC=CC=C4N3)(C5=C(C=C6C(=C5)C78CCN9C7C(C=CC9)(C(C(C8N6C)(C(=O)OC)O)OC(=O)C)CC)OC)C(=O)OC.C(C(C(=O)O)O)(C(=O)O)O. Drug 2: C1=CN(C=N1)CC(O)(P(=O)(O)O)P(=O)(O)O. Cell line: DU-145. Synergy scores: CSS=52.8, Synergy_ZIP=-0.367, Synergy_Bliss=-0.819, Synergy_Loewe=-18.2, Synergy_HSA=-0.175. (8) Cell line: UACC-257. Synergy scores: CSS=9.80, Synergy_ZIP=-5.44, Synergy_Bliss=-2.36, Synergy_Loewe=-0.928, Synergy_HSA=0.0128. Drug 1: C1=CC(=CC=C1CCC2=CNC3=C2C(=O)NC(=N3)N)C(=O)NC(CCC(=O)O)C(=O)O. Drug 2: C1=CC(=CC=C1CCCC(=O)O)N(CCCl)CCCl.